Dataset: Reaction yield outcomes from USPTO patents with 853,638 reactions. Task: Predict the reaction yield, written as a fraction of the theoretical maximum amount of product (1.0 means a 100% yield; for example, 0.34 means a 34% yield). (1) The reactants are [CH3:1][C:2]1[CH:3]=[C:4]([C:19]2[S:23][C:22]([C:24]3(O)[CH2:29][CH2:28][S:27](=[O:31])(=[O:30])[CH2:26][CH2:25]3)=[N:21][CH:20]=2)[CH:5]=[C:6]([NH:8][C:9]2[N:14]=[C:13]([C:15]([F:18])([F:17])[F:16])[CH:12]=[CH:11][N:10]=2)[CH:7]=1.CS(O)(=O)=O.O=P12OP3(OP(OP(O3)(O1)=O)(=O)O2)=O.C([O-])(O)=O.[Na+]. The catalyst is O. The product is [O:31]=[S:27]1(=[O:30])[CH2:26][CH:25]=[C:24]([C:22]2[S:23][C:19]([C:4]3[CH:5]=[C:6]([NH:8][C:9]4[N:14]=[C:13]([C:15]([F:18])([F:17])[F:16])[CH:12]=[CH:11][N:10]=4)[CH:7]=[C:2]([CH3:1])[CH:3]=3)=[CH:20][N:21]=2)[CH2:29][CH2:28]1. The yield is 0.910. (2) The reactants are [CH2:1]([N:3]([CH2:20][CH3:21])[CH2:4][CH2:5][NH:6]C(C1C=CC2C(=CC=C(I)C=2)C=1)=O)[CH3:2].[I:22][C:23]1[CH:36]=[CH:35][CH:34]=[C:33]2[C:24]=1[N:25]=[C:26]1[C:31](=[CH:32]2)[CH:30]=[CH:29][CH:28]=[C:27]1[C:37]([O:39]C)=O.[K+].[Br-].C(N(CC)CCNC(C1NC2C(C=1)=CC(I)=CC=2)=O)C.C(N(CC)CCNC(C1SC2C=CC=C(I)C=2C=1)=O)C. The catalyst is C1(C)C=CC=CC=1.ClCCl.C(O)C. The product is [CH2:1]([N:3]([CH2:20][CH3:21])[CH2:4][CH2:5][NH:6][C:37]([C:27]1[C:26]2[C:31](=[CH:32][C:33]3[C:24]([N:25]=2)=[C:23]([I:22])[CH:36]=[CH:35][CH:34]=3)[CH:30]=[CH:29][CH:28]=1)=[O:39])[CH3:2]. The yield is 0.730. (3) The reactants are C([O-])([O-])=O.[K+].[K+].[N+:7]([CH2:9]S(C1C=CC(C)=CC=1)(=O)=O)#[C-:8].[F:20][C:21]([F:32])([F:31])[O:22][C:23]1[CH:30]=[CH:29][C:26]([CH:27]=[O:28])=[CH:25][CH:24]=1. The catalyst is CO. The product is [F:20][C:21]([F:31])([F:32])[O:22][C:23]1[CH:30]=[CH:29][C:26]([C:27]2[O:28][CH:9]=[N:7][CH:8]=2)=[CH:25][CH:24]=1. The yield is 0.830. (4) The reactants are [CH3:1][O:2][C:3](=[O:17])[C:4]1[CH:9]=[C:8]([N:10]2[CH2:14][CH2:13][CH2:12][C:11]2=[O:15])[CH:7]=[C:6]([NH2:16])[CH:5]=1.CCN(CC)CC.[CH3:25][S:26](Cl)(=[O:28])=[O:27]. The catalyst is C(Cl)Cl.CN(C=O)C.CCOC(C)=O. The product is [CH3:1][O:2][C:3](=[O:17])[C:4]1[CH:9]=[C:8]([N:10]2[CH2:14][CH2:13][CH2:12][C:11]2=[O:15])[CH:7]=[C:6]([NH:16][S:26]([CH3:25])(=[O:28])=[O:27])[CH:5]=1. The yield is 0.380. (5) The reactants are [CH2:1]([O:8][C:9]1[CH:10]=[C:11]([O:29][C:30]2[CH:35]=[CH:34][C:33]([S:36]([CH3:39])(=[O:38])=[O:37])=[CH:32][CH:31]=2)[CH:12]=[C:13]2[C:17]=1[NH:16][C:15]([C:18]1[S:19][CH:20]([CH2:23][C:24]([O:26]CC)=[O:25])[CH2:21][N:22]=1)=[CH:14]2)[C:2]1[CH:7]=[CH:6][CH:5]=[CH:4][CH:3]=1. The catalyst is O1CCCC1.C(O)C.[OH-].[Na+]. The product is [CH2:1]([O:8][C:9]1[CH:10]=[C:11]([O:29][C:30]2[CH:31]=[CH:32][C:33]([S:36]([CH3:39])(=[O:37])=[O:38])=[CH:34][CH:35]=2)[CH:12]=[C:13]2[C:17]=1[NH:16][C:15]([C:18]1[S:19][CH:20]([CH2:23][C:24]([OH:26])=[O:25])[CH2:21][N:22]=1)=[CH:14]2)[C:2]1[CH:7]=[CH:6][CH:5]=[CH:4][CH:3]=1. The yield is 0.670. (6) No catalyst specified. The yield is 0.810. The reactants are C(O[C:6]([N:8]([CH2:10][C:11]1[CH:16]=[CH:15][C:14]([NH:17][C:18](=[O:40])[CH2:19][N:20]2[CH:24]=[C:23]([O:25][C:26]3[C:35]4[C:30](=[CH:31][C:32]([O:38][CH3:39])=[C:33]([O:36][CH3:37])[CH:34]=4)[N:29]=[CH:28][N:27]=3)[CH:22]=[N:21]2)=[CH:13][CH:12]=1)C)=O)(C)(C)C.FC(F)(F)C(O)=O. The product is [CH3:6][NH:8][CH2:10][C:11]1[CH:16]=[CH:15][C:14]([NH:17][C:18](=[O:40])[CH2:19][N:20]2[CH:24]=[C:23]([O:25][C:26]3[C:35]4[C:30](=[CH:31][C:32]([O:38][CH3:39])=[C:33]([O:36][CH3:37])[CH:34]=4)[N:29]=[CH:28][N:27]=3)[CH:22]=[N:21]2)=[CH:13][CH:12]=1. (7) The reactants are [CH3:1][CH:2]1[CH2:11][C:10]([CH3:13])([CH3:12])[C:9]2[CH:8]=[C:7](OS(C(F)(F)F)(=O)=O)[CH:6]=[CH:5][C:4]=2[C:3]1=[O:22].C(N(CC)CC)C.[CH3:30][Si:31]([C:34]#[CH:35])([CH3:33])[CH3:32].C(OCC)(=O)C. The catalyst is CCCCCC.[Cu]I.Cl[Pd](Cl)([P](C1C=CC=CC=1)(C1C=CC=CC=1)C1C=CC=CC=1)[P](C1C=CC=CC=1)(C1C=CC=CC=1)C1C=CC=CC=1. The product is [CH3:1][CH:2]1[CH2:11][C:10]([CH3:13])([CH3:12])[C:9]2[C:4](=[CH:5][CH:6]=[C:7]([C:35]#[C:34][Si:31]([CH3:33])([CH3:32])[CH3:30])[CH:8]=2)[C:3]1=[O:22]. The yield is 1.00. (8) The reactants are Cl.C(N=C=NCCCN(C)C)C.Cl.Cl.[CH3:15][O:16][C:17]1[N:22]=[CH:21][C:20]([O:23][CH:24]2[CH2:29][CH2:28][N:27]([C:30](=[O:36])[C@@H:31]([NH2:35])[CH:32]([CH3:34])[CH3:33])[CH2:26][CH2:25]2)=[CH:19][CH:18]=1.[OH:37][C:38]1[C:39]([C:48](O)=[O:49])=[N:40][C:41]2[C:46]([N:47]=1)=[CH:45][CH:44]=[CH:43][CH:42]=2.O.ON1C2C=CC=CC=2N=N1.CN1CCOCC1. The catalyst is O.C(Cl)Cl. The product is [OH:37][C:38]1[C:39]([C:48]([NH:35][C@H:31]([C:30]([N:27]2[CH2:26][CH2:25][CH:24]([O:23][C:20]3[CH:21]=[N:22][C:17]([O:16][CH3:15])=[CH:18][CH:19]=3)[CH2:29][CH2:28]2)=[O:36])[CH:32]([CH3:33])[CH3:34])=[O:49])=[N:40][C:41]2[C:46]([N:47]=1)=[CH:45][CH:44]=[CH:43][CH:42]=2. The yield is 0.790.